The task is: Predict the reaction yield, written as a fraction of the theoretical maximum amount of product (1.0 means a 100% yield; for example, 0.34 means a 34% yield).. This data is from Reaction yield outcomes from USPTO patents with 853,638 reactions. The reactants are [C:1]([O:5][C:6]([NH:8][CH2:9][CH2:10][O:11][C:12]1[CH:20]=[C:19]([O:21][CH3:22])[CH:18]=[CH:17][C:13]=1[C:14]([OH:16])=O)=[O:7])([CH3:4])([CH3:3])[CH3:2].C(Cl)(=O)C(Cl)=O.[CH3:29][O:30][C:31]1[CH:46]=[CH:45][C:34]([C:35]([NH:37][C:38]2[C:39]([NH2:44])=[CH:40][CH:41]=[CH:42][CH:43]=2)=[O:36])=[CH:33][CH:32]=1. The catalyst is C(Cl)Cl.CC=C(C)C.N1C=CC=CC=1.C(Cl)(Cl)Cl.C1(C)C=CC=CC=1.CN(C=O)C. The product is [C:1]([O:5][C:6]([NH:8][CH2:9][CH2:10][O:11][C:12]1[CH:20]=[C:19]([O:21][CH3:22])[CH:18]=[CH:17][C:13]=1[C:14]([NH:44][C:39]1[C:38]([NH:37][C:35](=[O:36])[C:34]2[CH:33]=[CH:32][C:31]([O:30][CH3:29])=[CH:46][CH:45]=2)=[CH:43][CH:42]=[CH:41][CH:40]=1)=[O:16])=[O:7])([CH3:2])([CH3:3])[CH3:4]. The yield is 0.620.